From a dataset of Catalyst prediction with 721,799 reactions and 888 catalyst types from USPTO. Predict which catalyst facilitates the given reaction. (1) Reactant: [Br:1][C:2]1[N:7]=[C:6]([C:8]([NH2:19])([CH2:14][O:15][CH2:16][O:17][CH3:18])[CH2:9][O:10][CH2:11][O:12][CH3:13])[CH:5]=[CH:4][CH:3]=1.C([O-])([O-])=O.[Na+].[Na+].[Cl:26][CH2:27][C:28](Cl)=[O:29]. Product: [Br:1][C:2]1[N:7]=[C:6]([C:8]([NH:19][C:28](=[O:29])[CH2:27][Cl:26])([CH2:9][O:10][CH2:11][O:12][CH3:13])[CH2:14][O:15][CH2:16][O:17][CH3:18])[CH:5]=[CH:4][CH:3]=1. The catalyst class is: 2. (2) Reactant: [Br:1][C:2]1[CH:11]=[C:10]2[C:5]([CH2:6][CH2:7][N:8](C(OC(C)(C)C)=O)[CH2:9]2)=[CH:4][C:3]=1[F:19].[ClH:20].O1CCOCC1. Product: [Br:1][C:2]1[CH:11]=[C:10]2[C:5]([CH2:6][CH2:7][NH:8][CH2:9]2)=[CH:4][C:3]=1[F:19].[ClH:20]. The catalyst class is: 698. (3) Reactant: B(Br)(Br)Br.[Br:5][C:6]1[CH:11]=[CH:10][CH:9]=[CH:8][C:7]=1[N:12]1[C:17](=[O:18])[CH:16]([C:19]2[CH:24]=[CH:23][CH:22]=[C:21]([O:25]C)[CH:20]=2)[CH2:15][C:14]([C:27]2[CH:32]=[CH:31][CH:30]=[CH:29][N:28]=2)=[N:13]1. Product: [Br:5][C:6]1[CH:11]=[CH:10][CH:9]=[CH:8][C:7]=1[N:12]1[C:17](=[O:18])[CH:16]([C:19]2[CH:24]=[CH:23][CH:22]=[C:21]([OH:25])[CH:20]=2)[CH2:15][C:14]([C:27]2[CH:32]=[CH:31][CH:30]=[CH:29][N:28]=2)=[N:13]1. The catalyst class is: 2. (4) Reactant: [Br:1][C:2]1[CH:7]=[CH:6][C:5]([OH:8])=[CH:4][CH:3]=1.Cl[CH2:10][CH:11]1[CH2:13][CH2:12]1.C([O-])([O-])=O.[K+].[K+].CN(C=O)C. Product: [Br:1][C:2]1[CH:7]=[CH:6][C:5]([O:8][CH2:10][CH:11]2[CH2:13][CH2:12]2)=[CH:4][CH:3]=1. The catalyst class is: 6.